From a dataset of Forward reaction prediction with 1.9M reactions from USPTO patents (1976-2016). Predict the product of the given reaction. (1) The product is: [CH3:6][O:5][C:3](=[O:4])[CH:2]([C:7]1[C:8]([Cl:13])=[N:9][CH:10]=[CH:11][CH:12]=1)[N:24]1[CH2:23][CH2:22][N:21]2[CH2:25][CH2:26][CH2:27][C@@H:20]2[CH2:19]1. Given the reactants Br[CH:2]([C:7]1[C:8]([Cl:13])=[N:9][CH:10]=[CH:11][CH:12]=1)[C:3]([O:5][CH3:6])=[O:4].C(=O)(O)[O-].[Na+].[CH2:19]1[NH:24][CH2:23][CH2:22][N:21]2[CH2:25][CH2:26][CH2:27][C@H:20]12, predict the reaction product. (2) Given the reactants Cl.[NH2:2][C@H:3]([C:7]1[CH:12]=[CH:11][CH:10]=[CH:9][CH:8]=1)[CH2:4][CH2:5][OH:6].[C:13]([O:17][C:18]([NH:20][C:21]1([C:36](O)=[O:37])[CH2:26][CH2:25][N:24]([C:27]2[C:28]3[CH:35]=[CH:34][NH:33][C:29]=3[N:30]=[CH:31][N:32]=2)[CH2:23][CH2:22]1)=[O:19])([CH3:16])([CH3:15])[CH3:14].CCN(C(C)C)C(C)C.F[P-](F)(F)(F)(F)F.N1(OC(N(C)C)=[N+](C)C)C2N=CC=CC=2N=N1, predict the reaction product. The product is: [OH:6][CH2:5][CH2:4][C@H:3]([NH:2][C:36]([C:21]1([NH:20][C:18](=[O:19])[O:17][C:13]([CH3:15])([CH3:14])[CH3:16])[CH2:22][CH2:23][N:24]([C:27]2[C:28]3[CH:35]=[CH:34][NH:33][C:29]=3[N:30]=[CH:31][N:32]=2)[CH2:25][CH2:26]1)=[O:37])[C:7]1[CH:12]=[CH:11][CH:10]=[CH:9][CH:8]=1. (3) Given the reactants [C:1]([C:3]1[CH:4]=[N:5][CH:6]=[CH:7][CH:8]=1)#[N:2].[OH2:9], predict the reaction product. The product is: [C:1]([NH2:2])(=[O:9])[C:3]1[CH:8]=[CH:7][CH:6]=[N:5][CH:4]=1. (4) Given the reactants [O:1]=[S:2]1(=[O:25])[CH2:6][CH2:5][CH2:4][N:3]1[C:7]1[CH:12]=[CH:11][CH:10]=[CH:9][C:8]=1[C:13]1[N:21]2[C:16]([CH:17]=[N:18][C:19](S(C)=O)=[N:20]2)=[CH:15][CH:14]=1.[NH2:26][C:27]1[CH:28]=[C:29]2[C:33](=[CH:34][CH:35]=1)[NH:32][C:31](=[O:36])[C:30]2([CH3:38])[CH3:37], predict the reaction product. The product is: [O:1]=[S:2]1(=[O:25])[CH2:6][CH2:5][CH2:4][N:3]1[C:7]1[CH:12]=[CH:11][CH:10]=[CH:9][C:8]=1[C:13]1[N:21]2[C:16]([CH:17]=[N:18][C:19]([NH:26][C:27]3[CH:28]=[C:29]4[C:33](=[CH:34][CH:35]=3)[NH:32][C:31](=[O:36])[C:30]4([CH3:38])[CH3:37])=[N:20]2)=[CH:15][CH:14]=1.